From a dataset of Reaction yield outcomes from USPTO patents with 853,638 reactions. Predict the reaction yield, written as a fraction of the theoretical maximum amount of product (1.0 means a 100% yield; for example, 0.34 means a 34% yield). (1) No catalyst specified. The yield is 0.270. The product is [F:27][C:11]1[CH:10]=[C:9]([C:4]2[C:3]([C:1]#[N:2])=[CH:8][CH:7]=[CH:6][CH:5]=2)[CH:14]=[CH:13][C:12]=1[CH2:15][C:16]1[C:17](=[O:18])[N:34]([CH:35]2[CH2:36][CH2:37][S:38][CH2:39][CH2:40]2)[C:31]2[N:32]([N:33]=[C:29]([CH3:28])[N:30]=2)[C:22]=1[CH2:23][CH2:24][CH3:25]. The reactants are [C:1]([C:3]1[CH:8]=[CH:7][CH:6]=[CH:5][C:4]=1[C:9]1[CH:14]=[CH:13][C:12]([CH2:15][CH:16]([C:22](=O)[CH2:23][CH2:24][CH3:25])[C:17](OCC)=[O:18])=[C:11]([F:27])[CH:10]=1)#[N:2].[CH3:28][C:29]1[NH:30][C:31]([NH:34][CH:35]2[CH2:40][CH2:39][S:38][CH2:37][CH2:36]2)=[N:32][N:33]=1. (2) The reactants are [CH:1]([C:3]1[C:4]([C:27]([F:30])([F:29])[F:28])=[N:5][N:6]([CH2:8][C:9]([NH:11][C:12]2[S:16][C:15]3[CH2:17][CH2:18][CH2:19][CH2:20][C:14]=3[C:13]=2[C:21]([NH:23][CH2:24][CH2:25][OH:26])=[O:22])=[O:10])[CH:7]=1)=O.[CH3:31][NH:32][CH3:33].C(O[BH-](OC(=O)C)OC(=O)C)(=O)C.[Na+]. The catalyst is C(O)(=O)C.CN(C=O)C. The product is [CH3:31][N:32]([CH2:1][C:3]1[C:4]([C:27]([F:29])([F:28])[F:30])=[N:5][N:6]([CH2:8][C:9]([NH:11][C:12]2[S:16][C:15]3[CH2:17][CH2:18][CH2:19][CH2:20][C:14]=3[C:13]=2[C:21]([NH:23][CH2:24][CH2:25][OH:26])=[O:22])=[O:10])[CH:7]=1)[CH3:33]. The yield is 0.420.